This data is from Forward reaction prediction with 1.9M reactions from USPTO patents (1976-2016). The task is: Predict the product of the given reaction. (1) Given the reactants CCN(C(C)C)C(C)C.Cl[C:11]1[N:16]=[C:15]([Cl:17])[N:14]=[C:13]([O:18][CH2:19][CH3:20])[N:12]=1.[NH2:21][C:22]1[CH:31]=[CH:30][C:25]2[NH:26][C:27](=[O:29])[NH:28][C:24]=2[CH:23]=1, predict the reaction product. The product is: [Cl:17][C:15]1[N:14]=[C:13]([O:18][CH2:19][CH3:20])[N:12]=[C:11]([NH:21][C:22]2[CH:31]=[CH:30][C:25]3[NH:26][C:27](=[O:29])[NH:28][C:24]=3[CH:23]=2)[N:16]=1. (2) Given the reactants C[Si]([C:5]#[N:6])(C)C.[NH2:7][C:8]1[CH:16]=[CH:15][C:11]([C:12]([OH:14])=O)=[CH:10][CH:9]=1.[C:17]1(=O)[CH2:20][CH2:19][CH2:18]1, predict the reaction product. The product is: [OH:14][CH2:12][C:11]1[CH:10]=[CH:9][C:8]([NH:7][C:17]2([C:5]#[N:6])[CH2:20][CH2:19][CH2:18]2)=[CH:16][CH:15]=1. (3) Given the reactants [H-].[Na+].CC[OH:5].[N:6]1[CH:11]=[CH:10][CH:9]=[C:8]([CH:12]=O)[CH:7]=1.[CH2:14]([O:16][C:17](=[O:22])[CH2:18]N(C)C)[CH3:15].COC(=O)CN(C)C, predict the reaction product. The product is: [CH2:14]([O:16][C:17](=[O:22])[C:18]([OH:5])=[CH:12][C:8]1[CH:7]=[N:6][CH:11]=[CH:10][CH:9]=1)[CH3:15]. (4) Given the reactants [CH3:1][O:2][C:3]1[C:11]2[O:10][C:9]([CH3:13])([CH3:12])[CH2:8][C:7]=2[CH:6]=[C:5]([CH:14]=O)[CH:4]=1.C([O-])(=O)C.[NH4+].[N+:21]([CH3:24])([O-:23])=[O:22], predict the reaction product. The product is: [CH3:1][O:2][C:3]1[C:11]2[O:10][C:9]([CH3:12])([CH3:13])[CH2:8][C:7]=2[CH:6]=[C:5]([CH:14]=[CH:24][N+:21]([O-:23])=[O:22])[CH:4]=1. (5) Given the reactants [Br:1][C:2]1[CH:16]=[CH:15][C:5]([CH2:6][NH:7][C:8](=[O:14])[CH2:9][C:10]([O:12][CH3:13])=[O:11])=[CH:4][CH:3]=1.CO[CH:19](OC)[N:20]([CH3:22])[CH3:21], predict the reaction product. The product is: [Br:1][C:2]1[CH:3]=[CH:4][C:5]([CH2:6][NH:7][C:8]([C:9](=[CH:19][N:20]([CH3:22])[CH3:21])[C:10]([O:12][CH3:13])=[O:11])=[O:14])=[CH:15][CH:16]=1. (6) The product is: [Cl:33][C:34]1[CH:39]=[C:38]([N:11]2[C:12]3[C:17](=[CH:16][C:15]([C:19]([N:21]4[CH2:22][CH2:23][CH:24]([N:27]5[CH2:31][CH2:30][CH2:29][CH2:28]5)[CH2:25][CH2:26]4)=[O:20])=[CH:14][CH:13]=3)[CH:18]=[C:10]2[C:8]([N:5]2[CH2:6][CH2:7][C:2]([F:1])([F:32])[CH2:3][CH2:4]2)=[O:9])[CH:37]=[CH:36][CH:35]=1. Given the reactants [F:1][C:2]1([F:32])[CH2:7][CH2:6][N:5]([C:8]([C:10]2[NH:11][C:12]3[C:17]([CH:18]=2)=[CH:16][C:15]([C:19]([N:21]2[CH2:26][CH2:25][CH:24]([N:27]4[CH2:31][CH2:30][CH2:29][CH2:28]4)[CH2:23][CH2:22]2)=[O:20])=[CH:14][CH:13]=3)=[O:9])[CH2:4][CH2:3]1.[Cl:33][C:34]1[CH:35]=[C:36](B(O)O)[CH:37]=[CH:38][CH:39]=1.N1C=CC=CC=1, predict the reaction product. (7) Given the reactants [Br:1][C:2]1[CH:3]=[CH:4][C:5]([Cl:16])=[C:6]([CH:15]=1)[CH2:7][C:8]1[CH:13]=[CH:12][C:11]([OH:14])=[CH:10][CH:9]=1.[C:17]([Si:21](Cl)([CH3:23])[CH3:22])([CH3:20])([CH3:19])[CH3:18].C(N(CC)CC)C, predict the reaction product. The product is: [Br:1][C:2]1[CH:3]=[CH:4][C:5]([Cl:16])=[C:6]([CH:15]=1)[CH2:7][C:8]1[CH:13]=[CH:12][C:11]([O:14][Si:21]([C:17]([CH3:20])([CH3:19])[CH3:18])([CH3:23])[CH3:22])=[CH:10][CH:9]=1. (8) Given the reactants [CH2:1]([O:3][C:4]([C:6]1[N:7]=[C:8]([C:21]2[CH:26]=[CH:25][C:24]([Cl:27])=[CH:23][C:22]=2[Cl:28])[N:9]([C:13]2[CH:18]=[CH:17][C:16]([O:19][CH3:20])=[CH:15][CH:14]=2)[C:10]=1[CH2:11]Br)=[O:5])[CH3:2].[OH2:29], predict the reaction product. The product is: [CH2:1]([O:3][C:4]([C:6]1[N:7]=[C:8]([C:21]2[CH:26]=[CH:25][C:24]([Cl:27])=[CH:23][C:22]=2[Cl:28])[N:9]([C:13]2[CH:18]=[CH:17][C:16]([O:19][CH3:20])=[CH:15][CH:14]=2)[C:10]=1[CH2:11][OH:29])=[O:5])[CH3:2]. (9) Given the reactants [Cl-].[Al+3].[Cl-].[Cl-].ClC(Cl)C.[C:9]1([CH2:15][C:16](Cl)=[O:17])[CH:14]=[CH:13][CH:12]=[CH:11][CH:10]=1.[CH3:19][O:20][C:21]1[CH:26]=[CH:25][CH:24]=[CH:23][C:22]=1[C:27]1[C:28]([CH2:40][O:41][C:42](=[O:50])[C:43]2[CH:48]=[CH:47][C:46]([CH3:49])=[CH:45][CH:44]=2)=[C:29]2[C:34](=[CH:35][CH:36]=1)[NH:33][C:32]([CH3:38])([CH3:37])[CH:31]=[C:30]2[CH3:39], predict the reaction product. The product is: [CH3:19][O:20][C:21]1[CH:26]=[CH:25][C:24]([C:16](=[O:17])[CH2:15][C:9]2[CH:14]=[CH:13][CH:12]=[CH:11][CH:10]=2)=[CH:23][C:22]=1[C:27]1[C:28]([CH2:40][O:41][C:42](=[O:50])[C:43]2[CH:48]=[CH:47][C:46]([CH3:49])=[CH:45][CH:44]=2)=[C:29]2[C:34](=[CH:35][CH:36]=1)[NH:33][C:32]([CH3:38])([CH3:37])[CH:31]=[C:30]2[CH3:39]. (10) Given the reactants [NH2:1][C:2]1[C:11]([C:12]#[N:13])=[C:10](Cl)[C:9]2[C:4](=[CH:5][CH:6]=[C:7]([N:15]3[CH2:20][CH2:19][N:18]([CH2:21][C:22]4[CH:27]=[CH:26][CH:25]=[CH:24][CH:23]=4)[CH2:17][CH2:16]3)[CH:8]=2)[N:3]=1.[CH2:28]([NH2:35])[C:29]1[CH:34]=[CH:33][CH:32]=[CH:31][CH:30]=1, predict the reaction product. The product is: [NH2:1][C:2]1[C:11]([C:12]#[N:13])=[C:10]([NH:35][CH2:28][C:29]2[CH:34]=[CH:33][CH:32]=[CH:31][CH:30]=2)[C:9]2[C:4](=[CH:5][CH:6]=[C:7]([N:15]3[CH2:20][CH2:19][N:18]([CH2:21][C:22]4[CH:27]=[CH:26][CH:25]=[CH:24][CH:23]=4)[CH2:17][CH2:16]3)[CH:8]=2)[N:3]=1.